Dataset: Full USPTO retrosynthesis dataset with 1.9M reactions from patents (1976-2016). Task: Predict the reactants needed to synthesize the given product. Given the product [CH3:20][NH:19][C:17](=[O:18])[CH:16]([N:12]1[CH:13]=[C:9]([B:4]2[O:5][C:6]([CH3:7])([CH3:8])[C:2]([CH3:14])([CH3:1])[O:3]2)[CH:10]=[N:11]1)[CH3:21], predict the reactants needed to synthesize it. The reactants are: [CH3:1][C:2]1([CH3:14])[C:6]([CH3:8])([CH3:7])[O:5][B:4]([C:9]2[CH:10]=[N:11][NH:12][CH:13]=2)[O:3]1.Br[CH:16]([CH3:21])[C:17]([NH:19][CH3:20])=[O:18].C(=O)([O-])[O-].[K+].[K+].